Predict which catalyst facilitates the given reaction. From a dataset of Catalyst prediction with 721,799 reactions and 888 catalyst types from USPTO. (1) Reactant: [Br:1][C:2]1[CH:7]=[CH:6][C:5]([NH:8][C:9]2[C:10]([C:19](O)=[O:20])=[N:11][C:12]3[N:13]([N:16]=[CH:17][CH:18]=3)[C:14]=2[F:15])=[C:4]([F:22])[CH:3]=1.CC[N:25]=C=NCCCN(C)C.C1C=CC2N(O)N=NC=2C=1.[NH4+].[Cl-].CCN(CC)CC. Product: [Br:1][C:2]1[CH:7]=[CH:6][C:5]([NH:8][C:9]2[C:10]([C:19]([NH2:25])=[O:20])=[N:11][C:12]3[N:13]([N:16]=[CH:17][CH:18]=3)[C:14]=2[F:15])=[C:4]([F:22])[CH:3]=1. The catalyst class is: 31. (2) Reactant: C(N(CC)C(C)C)(C)C.[C:10]([O:14][C:15]([N:17]1[CH2:21][CH2:20][CH:19](C(O)=O)[CH2:18]1)=[O:16])([CH3:13])([CH3:12])[CH3:11].CN([C:28]([O:32]N1N=NC2C=CC=NC1=2)=[N+](C)C)C.F[P-](F)(F)(F)(F)F.[CH2:49]([O:51][C:52](=[O:63])[C:53]([NH2:62])([C:55]1[CH:60]=[CH:59][C:58]([Br:61])=[CH:57][CH:56]=1)[CH3:54])[CH3:50]. Product: [C:10]([O:14][C:15]([N:17]1[CH2:18][CH2:19][CH2:20][CH:21]1[C:28](=[O:32])[NH:62][C:53]([C:55]1[CH:56]=[CH:57][C:58]([Br:61])=[CH:59][CH:60]=1)([C:52]([O:51][CH2:49][CH3:50])=[O:63])[CH3:54])=[O:16])([CH3:11])([CH3:12])[CH3:13]. The catalyst class is: 3. (3) Reactant: [CH3:1][C:2]1[CH:3]=[C:4]([C:18]([OH:20])=O)[NH:5][C:6]=1[CH:7]=[C:8]1[C:16]2[C:11](=[CH:12][CH:13]=[CH:14][CH:15]=2)[NH:10][C:9]1=[O:17].CCN=C=NCCCN(C)C.C1C=CC2N(O)N=NC=2C=1.CCN(CC)CC.[CH3:49][O:50][CH2:51][CH2:52][NH2:53]. Product: [CH3:49][O:50][CH2:51][CH2:52][NH:53][C:18]([C:4]1[NH:5][C:6]([CH:7]=[C:8]2[C:16]3[C:11](=[CH:12][CH:13]=[CH:14][CH:15]=3)[NH:10][C:9]2=[O:17])=[C:2]([CH3:1])[CH:3]=1)=[O:20]. The catalyst class is: 18. (4) Reactant: [Cl:1][C:2]1[CH:3]=[N:4][N:5]([CH3:35])[C:6]=1[C:7]1[CH:21]=[C:20]([NH:22][C:23](=[O:34])[C:24]2[CH:29]=[CH:28][CH:27]=[C:26]([C:30]([F:33])([F:32])[F:31])[CH:25]=2)[CH:19]=[CH:18][C:8]=1[O:9][CH2:10][C:11]([O:13]C(C)(C)C)=[O:12].O.FC(F)(F)C(O)=O. Product: [Cl:1][C:2]1[CH:3]=[N:4][N:5]([CH3:35])[C:6]=1[C:7]1[CH:21]=[C:20]([NH:22][C:23](=[O:34])[C:24]2[CH:29]=[CH:28][CH:27]=[C:26]([C:30]([F:32])([F:33])[F:31])[CH:25]=2)[CH:19]=[CH:18][C:8]=1[O:9][CH2:10][C:11]([OH:13])=[O:12]. The catalyst class is: 2.